This data is from Forward reaction prediction with 1.9M reactions from USPTO patents (1976-2016). The task is: Predict the product of the given reaction. Given the reactants N1C=C[C:4]([CH2:7][C:8](=[O:10])[CH3:9])=CC=1.[F:11][C:12]1[CH:13]=[C:14]([CH:17]=[CH:18][C:19]=1[O:20][CH3:21])C=O.[NH:22]1[CH2:27][CH2:26][CH2:25][CH2:24][CH2:23]1, predict the reaction product. The product is: [F:11][C:12]1[CH:13]=[C:14]([C:25]2[CH:26]=[CH:27][N:22]=[CH:23][C:24]=2[CH2:9][C:8](=[O:10])[CH:7]=[CH2:4])[CH:17]=[CH:18][C:19]=1[O:20][CH3:21].